This data is from Drug-target binding data from BindingDB using IC50 measurements. The task is: Regression. Given a target protein amino acid sequence and a drug SMILES string, predict the binding affinity score between them. We predict pIC50 (pIC50 = -log10(IC50 in M); higher means more potent). Dataset: bindingdb_ic50. (1) The drug is CC(C)CC(=O)N(C[C@H](CC(C)C)NC(=O)CNC(=O)[C@@H](NC(=O)[C@H](Cc1ccccc1)NC(=O)[C@H](CO)NC(=O)[C@@H](N)CC(=O)O)C(C)C)[C@@H](CC(C)C)C(N)=O. The target protein (P51144) has sequence MGGRAIVTDTNIFSGLESNTTGVTAFSMPAWQLALWATAYLGLVLVAVTGNATVIWIILAHERMRTVTNYFIINLALADLCMAAFNATFNFVYASHNIWYFGRAFCYFQNLFPITAMFVSIYSMTAIAADRYMAIVHPFQPRLSAPITKATIAGIWLVALALASPQCFYSTITVDQGATKCVVAWPNDNGGKMLLLYHLVVFVLVYFLPLVVMFVAYSVIGLTLWKRAVPRHQAHGANLRHLHAKKKFVKAMVLVVLTFAICWLPYHLYFILGSFQKDIYYRKFIQQVYLALFWLAMSSTMYNPIIYCCLNHRFRSGFRLAFRCCPWVTPTEEDRLELTRTPSLSRRVNRCHTKETLFMTADMTHSEATNGQVGSPQDVEPAAP. The pIC50 is 6.8. (2) The drug is CCOC(=O)CN1C(=O)C(O)(CC(=O)c2ccccn2)c2ccccc21. The target protein (P00352) has sequence MSSSGTPDLPVLLTDLKIQYTKIFINNEWHDSVSGKKFPVFNPATEEELCQVEEGDKEDVDKAVKAARQAFQIGSPWRTMDASERGRLLYKLADLIERDRLLLATMESMNGGKLYSNAYLNDLAGCIKTLRYCAGWADKIQGRTIPIDGNFFTYTRHEPIGVCGQIIPWNFPLVMLIWKIGPALSCGNTVVVKPAEQTPLTALHVASLIKEAGFPPGVVNIVPGYGPTAGAAISSHMDIDKVAFTGSTEVGKLIKEAAGKSNLKRVTLELGGKSPCIVLADADLDNAVEFAHHGVFYHQGQCCIAASRIFVEESIYDEFVRRSVERAKKYILGNPLTPGVTQGPQIDKEQYDKILDLIESGKKEGAKLECGGGPWGNKGYFVQPTVFSNVTDEMRIAKEEIFGPVQQIMKFKSLDDVIKRANNTFYGLSAGVFTKDIDKAITISSALQAGTVWVNCYGVVSAQCPFGGFKMSGNGRELGEYGFHEYTEVKTVTVKISQKN.... The pIC50 is 6.2.